This data is from Full USPTO retrosynthesis dataset with 1.9M reactions from patents (1976-2016). The task is: Predict the reactants needed to synthesize the given product. (1) Given the product [F:32][C:29]1[CH:28]=[CH:27][C:26]([CH2:25][N:22]2[C:14]3=[CH:15][N:16]=[C:17]([C:18]([O:20][CH3:21])=[O:19])[C:12]([CH2:11][CH2:10][CH2:9][NH:8][OH:33])=[C:13]3[CH:24]=[CH:23]2)=[CH:31][CH:30]=1, predict the reactants needed to synthesize it. The reactants are: C(OC([N:8]([O:33]C(OC(C)(C)C)=O)[CH2:9][CH2:10][CH2:11][C:12]1[C:17]([C:18]([O:20][CH3:21])=[O:19])=[N:16][CH:15]=[C:14]2[N:22]([CH2:25][C:26]3[CH:31]=[CH:30][C:29]([F:32])=[CH:28][CH:27]=3)[CH:23]=[CH:24][C:13]=12)=O)(C)(C)C.C(O)(C(F)(F)F)=O. (2) Given the product [NH2:8][C:9]1[N:14]=[CH:13][N:12]=[C:11]2[N:15]([C@@H:37]3[CH2:42][CH2:41][CH2:40][NH:39][CH2:38]3)[N:16]=[C:17]([C:18]3[CH:19]=[CH:20][C:21]([C:24]([NH:25][C:26]4[CH:31]=[C:30]([C:32]([F:34])([F:33])[F:35])[CH:29]=[CH:28][N:27]=4)=[O:36])=[CH:22][CH:23]=3)[C:10]=12, predict the reactants needed to synthesize it. The reactants are: Cl.O1CCOCC1.[NH2:8][C:9]1[N:14]=[CH:13][N:12]=[C:11]2[N:15]([C@@H:37]3[CH2:42][CH2:41][CH2:40][N:39](C(OC(C)(C)C)=O)[CH2:38]3)[N:16]=[C:17]([C:18]3[CH:23]=[CH:22][C:21]([C:24](=[O:36])[NH:25][C:26]4[CH:31]=[C:30]([C:32]([F:35])([F:34])[F:33])[CH:29]=[CH:28][N:27]=4)=[CH:20][CH:19]=3)[C:10]=12. (3) The reactants are: Cl[C:2]1[C:3]2[C:4](=[CH:13][N:14](CC3C=CC(OC)=CC=3)[N:15]=2)[N:5]=[C:6]([C:8]2[CH:12]=[CH:11][S:10][CH:9]=2)[N:7]=1.[C:25]([N:29]1[CH2:34][CH2:33][N:32]([C:35]2[CH:41]=[CH:40][C:38]([NH2:39])=[CH:37][CH:36]=2)[CH2:31][CH2:30]1)([CH3:28])([CH3:27])[CH3:26].Cl. Given the product [C:25]([N:29]1[CH2:34][CH2:33][N:32]([C:35]2[CH:36]=[CH:37][C:38]([NH:39][C:2]3[C:3]4[NH:15][N:14]=[CH:13][C:4]=4[N:5]=[C:6]([C:8]4[CH:12]=[CH:11][S:10][CH:9]=4)[N:7]=3)=[CH:40][CH:41]=2)[CH2:31][CH2:30]1)([CH3:28])([CH3:26])[CH3:27], predict the reactants needed to synthesize it. (4) Given the product [CH2:1]([O:3][C:4]([C:6]1[C:7]([CH3:21])=[N:8][N:9]([C:12]2[CH:17]=[CH:16][CH:15]=[C:14]([NH2:18])[CH:13]=2)[C:10]=1[CH3:11])=[O:5])[CH3:2], predict the reactants needed to synthesize it. The reactants are: [CH2:1]([O:3][C:4]([C:6]1[C:7]([CH3:21])=[N:8][N:9]([C:12]2[CH:17]=[CH:16][CH:15]=[C:14]([N+:18]([O-])=O)[CH:13]=2)[C:10]=1[CH3:11])=[O:5])[CH3:2].[H][H]. (5) Given the product [CH3:23][N:14]1[CH:13]=[C:12]([C:4]2[CH:3]=[C:2]([O:1][CH2:24][C:25]3[CH:30]=[CH:29][CH:28]=[CH:27][CH:26]=3)[CH:7]=[C:6]([S:8]([CH3:11])(=[O:10])=[O:9])[CH:5]=2)[C:21]2[C:16](=[CH:17][CH:18]=[CH:19][CH:20]=2)[C:15]1=[O:22], predict the reactants needed to synthesize it. The reactants are: [OH:1][C:2]1[CH:3]=[C:4]([C:12]2[C:21]3[C:16](=[CH:17][CH:18]=[CH:19][CH:20]=3)[C:15](=[O:22])[N:14]([CH3:23])[CH:13]=2)[CH:5]=[C:6]([S:8]([CH3:11])(=[O:10])=[O:9])[CH:7]=1.[CH2:24](Br)[C:25]1[CH:30]=[CH:29][CH:28]=[CH:27][CH:26]=1.C([O-])([O-])=O.[Cs+].[Cs+].